From a dataset of Reaction yield outcomes from USPTO patents with 853,638 reactions. Predict the reaction yield, written as a fraction of the theoretical maximum amount of product (1.0 means a 100% yield; for example, 0.34 means a 34% yield). The reactants are [F:1][C:2]1[CH:7]=[C:6]([N+:8]([O-])=O)[CH:5]=[CH:4][C:3]=1[N:11]1[CH2:16][CH2:15][N:14]([CH3:17])[CH2:13][CH2:12]1. The catalyst is C(OCC)(=O)C.C(O)C.[Pd]. The product is [F:1][C:2]1[CH:7]=[C:6]([NH2:8])[CH:5]=[CH:4][C:3]=1[N:11]1[CH2:12][CH2:13][N:14]([CH3:17])[CH2:15][CH2:16]1. The yield is 0.930.